The task is: Regression. Given a target protein amino acid sequence and a drug SMILES string, predict the binding affinity score between them. We predict pIC50 (pIC50 = -log10(IC50 in M); higher means more potent). Dataset: bindingdb_ic50.. This data is from Drug-target binding data from BindingDB using IC50 measurements. (1) The drug is O=C(O)CCNC(=O)c1ccc(N(Cc2ccc3c(c2)Cc2ccccc2-3)c2nc(-c3ccc(Cl)cc3)cs2)cc1. The target protein (P48546) has sequence MTTSPILQLLLRLSLCGLLLQRAETGSKGQTAGELYQRWERYRRECQETLAAAEPPSGLACNGSFDMYVCWDYAAPNATARASCPWYLPWHHHVAAGFVLRQCGSDGQWGLWRDHTQCENPEKNEAFLDQRLILERLQVMYTVGYSLSLATLLLALLILSLFRRLHCTRNYIHINLFTSFMLRAAAILSRDRLLPRPGPYLGDQALALWNQALAACRTAQIVTQYCVGANYTWLLVEGVYLHSLLVLVGGSEEGHFRYYLLLGWGAPALFVIPWVIVRYLYENTQCWERNEVKAIWWIIRTPILMTILINFLIFIRILGILLSKLRTRQMRCRDYRLRLARSTLTLVPLLGVHEVVFAPVTEEQARGALRFAKLGFEIFLSSFQGFLVSVLYCFINKEVQSEIRRGWHHCRLRRSLGEEQRQLPERAFRALPSGSGPGEVPTSRGLSSGTLPGPGNEASRELESYC. The pIC50 is 6.3. (2) The drug is O=C(NC1CC1)c1ccc(-c2cnc3c(NCC4CCOCC4)cc(Oc4ccccc4F)nn23)cc1. The target protein (P33981) has sequence MESEDLSGRELTIDSIMNKVRDIKNKFKNEDLTDELSLNKISADTTDNSGTVNQIMMMANNPEDWLSLLLKLEKNSVPLSDALLNKLIGRYSQAIEALPPDKYGQNESFARIQVRFAELKAIQEPDDARDYFQMARANCKKFAFVHISFAQFELSQGNVKKSKQLLQKAVERGAVPLEMLEIALRNLNLQKKQLLSEEEKKNLSASTVLTAQESFSGSLGHLQNRNNSCDSRGQTTKARFLYGENMPPQDAEIGYRNSLRQTNKTKQSCPFGRVPVNLLNSPDCDVKTDDSVVPCFMKRQTSRSECRDLVVPGSKPSGNDSCELRNLKSVQNSHFKEPLVSDEKSSELIITDSITLKNKTESSLLAKLEETKEYQEPEVPESNQKQWQSKRKSECINQNPAASSNHWQIPELARKVNTEQKHTTFEQPVFSVSKQSPPISTSKWFDPKSICKTPSSNTLDDYMSCFRTPVVKNDFPPACQLSTPYGQPACFQQQQHQILA.... The pIC50 is 8.4. (3) The small molecule is C[C@H]1CN(CCC(C(=O)NCc2cc(C(F)(F)F)cc(C(F)(F)F)c2)c2csc(NC(=O)Cc3cccs3)n2)CC[C@]12C=Cc1ccccc12. The target protein (P51683) has sequence MEDNNMLPQFIHGILSTSHSLFTRSIQELDEGATTPYDYDDGEPCHKTSVKQIGAWILPPLYSLVFIFGFVGNMLVIIILIGCKKLKSMTDIYLLNLAISDLLFLLTLPFWAHYAANEWVFGNIMCKVFTGLYHIGYFGGIFFIILLTIDRYLAIVHAVFALKARTVTFGVITSVVTWVVAVFASLPGIIFTKSKQDDHHYTCGPYFTQLWKNFQTIMRNILSLILPLLVMVICYSGILHTLFRCRNEKKRHRAVRLIFAIMIVYFLFWTPYNIVLFLTTFQESLGMSNCVIDKHLDQAMQVTETLGMTHCCINPVIYAFVGEKFRRYLSIFFRKHIAKRLCKQCPVFYRETADRVSSTFTPSTGEQEVSVGL. The pIC50 is 7.1. (4) The drug is C[C@@H](O)[C@@H]1NC(=O)[C@@H]2C[C@@H](O)CN2C(=O)CNC(=O)[C@H](Cc2ccc(O)c([N+](=O)[O-])c2)NC(=O)CNC(=O)[C@@H](CC(=O)O)NC(=O)[C@@H](N)CSSC[C@@H](C(N)=O)NC1=O. The target protein (P26006) has sequence MGPGPSRAPRAPRLMLCALALMVAAGGCVVSAFNLDTRFLVVKEAGNPGSLFGYSVALHRQTERQQRYLLLAGAPRELAVPDGYTNRTGAVYLCPLTAHKDDCERMNITVKNDPGHHIIEDMWLGVTVASQGPAGRVLVCAHRYTQVLWSGSEDQRRMVGKCYVRGNDLELDSSDDWQTYHNEMCNSNTDYLETGMCQLGTSGGFTQNTVYFGAPGAYNWKGNSYMIQRKEWDLSEYSYKDPEDQGNLYIGYTMQVGSFILHPKNITIVTGAPRHRHMGAVFLLSQEAGGDLRRRQVLEGSQVGAYFGSAIALADLNNDGWQDLLVGAPYYFERKEEVGGAIYVFMNQAGTSFPAHPSLLLHGPSGSAFGLSVASIGDINQDGFQDIAVGAPFEGLGKVYIYHSSSKGLLRQPQQVIHGEKLGLPGLATFGYSLSGQMDVDENFYPDLLVGSLSDHIVLLRARPVINIVHKTLVPRPAVLDPALCTATSCVQVELCFAYN.... The pIC50 is 7.2. (5) The target protein (P14234) has sequence MGCVFCKKLEPASKEDVGLEGDFRSQTAEERYFPDPTQGRTSSVFPQPTSPAFLNTGNMRSISGTGVTIFVALYDYEARTGDDLTFTKGEKFHILNNTEYDWWEARSLSSGHRGYVPSNYVAPVDSIQAEEWYFGKISRKDAERQLLSSGNPQGAFLIRESETTKGAYSLSIRDWDQNRGDHIKHYKIRKLDTGGYYITTRAQFDSIQDLVRHYMEVNDGLCYLLTAPCTTTKPQTLGLAKDAWEIDRNSIALERRLGTGCFGDVWLGTWNCSTKVAVKTLKPGTMSPKAFLEEAQIMKLLRHDKLVQLYAVVSEEPIYIVTEFMCYGSLLDFLKDREGQNLMLPHLVDMAAQVAEGMAYMERMNYIHRDLRAANILVGEYLICKIADFGLARLIEDNEYNPQQGTKFPIKWTAPEAALFGRFTVKSDVWSFGILLTELITKGRVPYPGMNNREVLEQVEHGYHMPCPPGCPASLYEVMEQAWRLDPEERPTFEYLQSFL.... The pIC50 is 5.7. The small molecule is O=C(Nc1cccc(Nc2ccc3c(c2)NC(=O)/C3=C\c2ccc[nH]2)c1)Nc1cccc(C(F)(F)F)c1.